This data is from Full USPTO retrosynthesis dataset with 1.9M reactions from patents (1976-2016). The task is: Predict the reactants needed to synthesize the given product. (1) Given the product [NH2:18][C:15]1[C:14]([C:19]2[S:20][C:21]3[CH:27]=[C:26]([C:33]#[N:37])[CH:25]=[CH:24][C:22]=3[N:23]=2)=[CH:13][C:12]([C:10]2[CH:9]=[N:8][N:7]([CH:4]3[CH2:3][CH2:2][NH:1][CH2:6][CH2:5]3)[CH:11]=2)=[CH:17][N:16]=1, predict the reactants needed to synthesize it. The reactants are: [NH:1]1[CH2:6][CH2:5][CH:4]([N:7]2[CH:11]=[C:10]([C:12]3[CH:13]=[C:14]([C:19]4[S:20][C:21]5[CH:27]=[CH:26][CH:25]=[C:24](C(F)(F)F)[C:22]=5[N:23]=4)[C:15]([NH2:18])=[N:16][CH:17]=3)[CH:9]=[N:8]2)[CH2:3][CH2:2]1.Cl[C:33]1SC2C=C(C#N)C=CC=2[N:37]=1. (2) Given the product [F:27][CH:25]([F:26])[C:20]1[CH:19]=[C:18]([C:8]2([C:4]3[CH:5]=[CH:6][CH:7]=[C:2]([C:32]4[CH:33]=[N:28][CH:29]=[N:30][CH:31]=4)[CH:3]=3)[C:16]3[C:11](=[N:12][CH:13]=[CH:14][CH:15]=3)[C:10]([NH2:17])=[N:9]2)[CH:23]=[C:22]([CH3:24])[N:21]=1, predict the reactants needed to synthesize it. The reactants are: Br[C:2]1[CH:3]=[C:4]([C:8]2([C:18]3[CH:23]=[C:22]([CH3:24])[N:21]=[C:20]([CH:25]([F:27])[F:26])[CH:19]=3)[C:16]3[C:11](=[N:12][CH:13]=[CH:14][CH:15]=3)[C:10]([NH2:17])=[N:9]2)[CH:5]=[CH:6][CH:7]=1.[N:28]1[CH:33]=[C:32](B(O)O)[CH:31]=[N:30][CH:29]=1.C(=O)([O-])[O-].[Na+].[Na+]. (3) Given the product [C:1](=[O:2])([O-:3])[O:4][CH2:5][CH3:6].[Mg+2:7].[CH2:9]([O:8][C:1](=[O:2])[O-:3])[CH3:10], predict the reactants needed to synthesize it. The reactants are: [C:1](=[O:3])=[O:2].[O-:4][CH2:5][CH3:6].[Mg+2:7].[O-:8][CH2:9][CH3:10]. (4) Given the product [N+:12]([C:15]1[CH:23]=[CH:22][C:18]([CH2:19][CH2:20][NH:1][C:2]2[CH:10]=[C:6]([C:7]([OH:9])=[O:8])[C:5]([OH:11])=[CH:4][CH:3]=2)=[CH:17][CH:16]=1)([O-:14])=[O:13], predict the reactants needed to synthesize it. The reactants are: [NH2:1][C:2]1[CH:10]=[C:6]([C:7]([OH:9])=[O:8])[C:5]([OH:11])=[CH:4][CH:3]=1.[N+:12]([C:15]1[CH:23]=[CH:22][C:18]([CH2:19][CH2:20]Br)=[CH:17][CH:16]=1)([O-:14])=[O:13]. (5) Given the product [Br:8][C:6]1[CH:7]=[C:2]([NH:1][S:17]([C:14]2[CH:15]=[CH:16][C:11]([F:10])=[CH:12][CH:13]=2)(=[O:19])=[O:18])[CH:3]=[C:4]([OH:9])[CH:5]=1, predict the reactants needed to synthesize it. The reactants are: [NH2:1][C:2]1[CH:3]=[C:4]([OH:9])[CH:5]=[C:6]([Br:8])[CH:7]=1.[F:10][C:11]1[CH:16]=[CH:15][C:14]([S:17](Cl)(=[O:19])=[O:18])=[CH:13][CH:12]=1. (6) The reactants are: [CH2:1]1[C:10]2[C:5](=[CH:6][CH:7]=[CH:8][CH:9]=2)[CH2:4][CH2:3][N:2]1[CH2:11][CH:12]([OH:26])[CH2:13][NH:14][C:15](=[O:25])[CH2:16][O:17][C:18]1[CH:23]=[CH:22][CH:21]=[CH:20][C:19]=1I.C([O-])([O-])=O.[Cs+].[Cs+].C1C=CC(P(C2C(C3C(P(C4C=CC=CC=4)C4C=CC=CC=4)=CC=C4C=3C=CC=C4)=C3C(C=CC=C3)=CC=2)C2C=CC=CC=2)=CC=1. Given the product [CH2:1]1[C:10]2[C:5](=[CH:6][CH:7]=[CH:8][CH:9]=2)[CH2:4][CH2:3][N:2]1[CH2:11][CH:12]([OH:26])[CH2:13][N:14]1[C:15](=[O:25])[CH2:16][O:17][C:18]2[CH:23]=[CH:22][CH:21]=[CH:20][C:19]1=2, predict the reactants needed to synthesize it.